From a dataset of Reaction yield outcomes from USPTO patents with 853,638 reactions. Predict the reaction yield, written as a fraction of the theoretical maximum amount of product (1.0 means a 100% yield; for example, 0.34 means a 34% yield). (1) The reactants are [CH3:1][O:2][C:3](=[O:15])[C:4]1[C:5](=[C:10]([NH2:14])[CH:11]=[CH:12][CH:13]=1)[C:6]([O:8][CH3:9])=[O:7].[CH:16](=O)[CH2:17][CH2:18][CH2:19][CH3:20].C(O)(=O)C.C(O[BH-](OC(=O)C)OC(=O)C)(=O)C.[Na+]. The catalyst is C(Cl)Cl. The product is [CH3:1][O:2][C:3](=[O:15])[C:4]1[C:5](=[C:10]([NH:14][CH2:16][CH2:17][CH2:18][CH2:19][CH3:20])[CH:11]=[CH:12][CH:13]=1)[C:6]([O:8][CH3:9])=[O:7]. The yield is 1.00. (2) The reactants are FC(F)(F)[C:3]([OH:5])=[O:4].C(O[C:13](=[O:63])[NH:14][CH2:15][CH2:16][C:17]([NH:19][CH2:20][CH2:21][CH2:22][N:23]([C@H:36]1[CH2:60][CH2:59][C@@:58]2([CH3:61])[C:38](=[CH:39][CH2:40][C@@H:41]3[C@@H:57]2[CH2:56][CH2:55][C@@:54]2([CH3:62])[C@H:42]3[CH2:43][CH2:44][C@@H:45]2[C@H:46]([CH3:53])[CH2:47][CH2:48][CH2:49][CH:50]([CH3:52])[CH3:51])[CH2:37]1)[S:24]([C:27]1[CH:32]=[CH:31][CH:30]=[CH:29][C:28]=1[N+:33]([O-:35])=[O:34])(=[O:26])=[O:25])=[O:18])(C)(C)C.[OH-].[Na+].[CH:66]([N:69](C(C)C)CC)(C)[CH3:67].C(O)(=O)[CH2:76][C:77]([CH2:82]C(O)=O)([C:79](O)=O)O. The catalyst is C(Cl)Cl.CO. The product is [C:77]([O:5][C:3](=[O:4])[NH:69][CH2:66][CH2:67][C:13]([NH:14][CH2:15][CH2:16][C:17]([NH:19][CH2:20][CH2:21][CH2:22][N:23]([C@H:36]1[CH2:60][CH2:59][C@@:58]2([CH3:61])[C:38](=[CH:39][CH2:40][C@@H:41]3[C@@H:57]2[CH2:56][CH2:55][C@@:54]2([CH3:62])[C@H:42]3[CH2:43][CH2:44][C@@H:45]2[C@H:46]([CH3:53])[CH2:47][CH2:48][CH2:49][CH:50]([CH3:52])[CH3:51])[CH2:37]1)[S:24]([C:27]1[CH:32]=[CH:31][CH:30]=[CH:29][C:28]=1[N+:33]([O-:35])=[O:34])(=[O:26])=[O:25])=[O:18])=[O:63])([CH3:76])([CH3:79])[CH3:82]. The yield is 0.950. (3) The reactants are [C:1]([N:8]1[CH2:15][C@H:14]([OH:16])[CH2:13][C@H:9]1[C:10]([OH:12])=[O:11])([O:3][C:4]([CH3:7])([CH3:6])[CH3:5])=[O:2].[C:17]([O-])([O-])=O.[K+].[K+].CI. The catalyst is CN(C=O)C. The product is [C:1]([N:8]1[CH2:15][C@H:14]([OH:16])[CH2:13][C@H:9]1[C:10]([O:12][CH3:17])=[O:11])([O:3][C:4]([CH3:7])([CH3:6])[CH3:5])=[O:2]. The yield is 0.950. (4) The reactants are N(C(OCC)=O)=NC(OCC)=O.C1(P(C2C=CC=CC=2)C2C=CC=CC=2)C=CC=CC=1.[OH:32][CH2:33][CH2:34][NH:35][C:36](=[O:42])[O:37][C:38]([CH3:41])([CH3:40])[CH3:39].[C:43]([C:46]1[CH:53]=[C:52]([Cl:54])[C:49]([C:50]#[N:51])=[C:48]([I:55])[C:47]=1O)(=[O:45])[CH3:44]. The catalyst is O1CCCC1.C(OCC)(=O)C. The product is [C:43]([C:46]1[C:47]([O:32][CH2:33][CH2:34][NH:35][C:36](=[O:42])[O:37][C:38]([CH3:39])([CH3:41])[CH3:40])=[C:48]([I:55])[C:49]([C:50]#[N:51])=[C:52]([Cl:54])[CH:53]=1)(=[O:45])[CH3:44]. The yield is 0.710. (5) The reactants are [Cl:1][CH2:2][CH2:3][O:4][C:5]1[CH:12]=[CH:11][C:8]([CH2:9]O)=[CH:7][CH:6]=1.S(Br)([Br:15])=O. The catalyst is O1CCOCC1.CCOCC. The product is [Cl:1][CH2:2][CH2:3][O:4][C:5]1[CH:12]=[CH:11][C:8]([CH2:9][Br:15])=[CH:7][CH:6]=1. The yield is 0.580. (6) The reactants are [CH3:1][C:2]1[NH:3][C:4]2[CH2:5][C:6]([CH3:28])([CH3:27])[CH2:7][C:8](=[O:26])[C:9]=2[C:10]=1[CH2:11][C:12]1[CH:17]=[CH:16][CH:15]=[CH:14][C:13]=1[S:18]([C:21]1[S:22][CH:23]=[CH:24][CH:25]=1)(=[O:20])=[O:19].Br[CH2:30][C:31]([O:33][CH2:34][CH3:35])=[O:32].[I-].[K+].C(=O)([O-])[O-].[K+].[K+]. The catalyst is C(#N)C.C(OCC)(=O)C. The product is [CH3:1][C:2]1[N:3]([CH2:30][C:31]([O:33][CH2:34][CH3:35])=[O:32])[C:4]2[CH2:5][C:6]([CH3:28])([CH3:27])[CH2:7][C:8](=[O:26])[C:9]=2[C:10]=1[CH2:11][C:12]1[CH:17]=[CH:16][CH:15]=[CH:14][C:13]=1[S:18]([C:21]1[S:22][CH:23]=[CH:24][CH:25]=1)(=[O:20])=[O:19]. The yield is 0.820. (7) The reactants are [CH3:1][O:2][C:3](=[O:15])[CH2:4][C:5]1[CH:10]=[C:9]([CH:11]([CH3:13])[CH3:12])[CH:8]=[C:7](Br)[CH:6]=1.[B:16]1([B:16]2[O:20][C:19]([CH3:22])([CH3:21])[C:18]([CH3:24])([CH3:23])[O:17]2)[O:20][C:19]([CH3:22])([CH3:21])[C:18]([CH3:24])([CH3:23])[O:17]1.C(Cl)Cl.C([O-])(=O)C.[K+]. The catalyst is CS(C)=O. The product is [CH3:1][O:2][C:3](=[O:15])[CH2:4][C:5]1[CH:6]=[C:7]([B:16]2[O:20][C:19]([CH3:22])([CH3:21])[C:18]([CH3:24])([CH3:23])[O:17]2)[CH:8]=[C:9]([CH:11]([CH3:13])[CH3:12])[CH:10]=1. The yield is 0.830. (8) The reactants are [Li]CCCC.CCCCCC.Br[C:13]1[CH:14]=[C:15]([CH:18]2[O:22][CH2:21][CH2:20][O:19]2)[S:16][CH:17]=1.[Cl:23][C:24]1[O:28][C:27]([CH:29]=[O:30])=[CH:26][CH:25]=1.[CH3:31][CH:32]([Si:34](Cl)([CH:38]([CH3:40])[CH3:39])[CH:35]([CH3:37])[CH3:36])[CH3:33]. The catalyst is O.C1COCC1. The product is [Cl:23][C:24]1[O:28][C:27]([CH:29]([C:13]2[CH:14]=[C:15]([CH:18]3[O:22][CH2:21][CH2:20][O:19]3)[S:16][CH:17]=2)[O:30][Si:34]([CH:38]([CH3:40])[CH3:39])([CH:35]([CH3:37])[CH3:36])[CH:32]([CH3:33])[CH3:31])=[CH:26][CH:25]=1. The yield is 0.760.